Dataset: Reaction yield outcomes from USPTO patents with 853,638 reactions. Task: Predict the reaction yield, written as a fraction of the theoretical maximum amount of product (1.0 means a 100% yield; for example, 0.34 means a 34% yield). (1) The reactants are [F:1][C:2]1[CH:7]=[CH:6][CH:5]=[C:4]([F:8])[C:3]=1[N:9]1[C:14]2[N:15]=[C:16]([NH:28][CH2:29][CH2:30][N:31]([CH3:33])[CH3:32])[N:17]=[C:18]([C:19]3[CH:20]=[C:21]([CH:25]=[CH:26][CH:27]=3)[C:22](O)=[O:23])[C:13]=2[CH2:12][NH:11][C:10]1=[O:34].N.C[N:37](C(ON1N=NC2C=CC=NC1=2)=[N+](C)C)C.F[P-](F)(F)(F)(F)F.C(N(C(C)C)CC)(C)C. The catalyst is C(Cl)Cl.O. The product is [F:1][C:2]1[CH:7]=[CH:6][CH:5]=[C:4]([F:8])[C:3]=1[N:9]1[C:14]2[N:15]=[C:16]([NH:28][CH2:29][CH2:30][N:31]([CH3:32])[CH3:33])[N:17]=[C:18]([C:19]3[CH:20]=[C:21]([CH:25]=[CH:26][CH:27]=3)[C:22]([NH2:37])=[O:23])[C:13]=2[CH2:12][NH:11][C:10]1=[O:34]. The yield is 0.260. (2) The reactants are [NH2:1][CH:2]([C:6]1[CH:11]=[CH:10][C:9]([F:12])=[CH:8][CH:7]=1)[C:3]([OH:5])=[O:4].OS(O)(=O)=O.[CH2:18](O)[CH3:19]. No catalyst specified. The product is [NH2:1][CH:2]([C:6]1[CH:11]=[CH:10][C:9]([F:12])=[CH:8][CH:7]=1)[C:3]([O:5][CH2:18][CH3:19])=[O:4]. The yield is 0.650. (3) The reactants are C([O:3][C:4](=[O:45])[CH2:5][N:6]([S:32]([N:35]([CH2:43][CH3:44])[C:36]1[CH:37]=[C:38]([CH3:42])[CH:39]=[CH:40][CH:41]=1)(=[O:34])=[O:33])[CH2:7][C:8]1[CH:13]=[CH:12][CH:11]=[C:10]([O:14][CH2:15][C:16]2[N:17]=[C:18]([C:22]3[CH:27]=[CH:26][C:25]([C:28]([F:31])([F:30])[F:29])=[CH:24][CH:23]=3)[O:19][C:20]=2[CH3:21])[CH:9]=1)C.O.[OH-].[Li+]. No catalyst specified. The product is [CH2:43]([N:35]([S:32]([N:6]([CH2:5][C:4]([OH:45])=[O:3])[CH2:7][C:8]1[CH:13]=[CH:12][CH:11]=[C:10]([O:14][CH2:15][C:16]2[N:17]=[C:18]([C:22]3[CH:23]=[CH:24][C:25]([C:28]([F:31])([F:29])[F:30])=[CH:26][CH:27]=3)[O:19][C:20]=2[CH3:21])[CH:9]=1)(=[O:34])=[O:33])[C:36]1[CH:37]=[C:38]([CH3:42])[CH:39]=[CH:40][CH:41]=1)[CH3:44]. The yield is 0.990. (4) The reactants are [Na+].[F:2][C:3]1[CH:4]=[CH:5][C:6]([C:9]2[N:13]([C:14]3[CH:15]=[N:16][C:17]([O:20][CH3:21])=[CH:18][CH:19]=3)[N:12]=[C:11]([C:22]([O-:24])=O)[N:10]=2)=[N:7][CH:8]=1.Cl.C(N=C=NCCCN(C)C)C.ON1C2C=CC=CC=2N=N1.[C:47]([NH2:51])([CH3:50])([CH3:49])[CH3:48]. The catalyst is C(#N)C.C(Cl)(Cl)Cl.CO.O.C(N(CC)CC)C. The product is [C:47]([NH:51][C:22]([C:11]1[N:10]=[C:9]([C:6]2[CH:5]=[CH:4][C:3]([F:2])=[CH:8][N:7]=2)[N:13]([C:14]2[CH:15]=[N:16][C:17]([O:20][CH3:21])=[CH:18][CH:19]=2)[N:12]=1)=[O:24])([CH3:50])([CH3:49])[CH3:48]. The yield is 0.290.